From a dataset of hERG Central: cardiac toxicity at 1µM, 10µM, and general inhibition. Predict hERG channel inhibition at various concentrations. The compound is CCCN(CC(=O)Nc1ccccc1C)C(=O)Cc1c(C)nc2ccccc2c1C. Results: hERG_inhib (hERG inhibition (general)): blocker.